From a dataset of Drug-target binding data from BindingDB using Ki measurements. Regression. Given a target protein amino acid sequence and a drug SMILES string, predict the binding affinity score between them. We predict pKi (pKi = -log10(Ki in M); higher means stronger inhibition). Dataset: bindingdb_ki. The small molecule is CCCCCCC(C)(C)c1cc(O)c2c(c1)OC(C)(C)[C@@H]1CC=C(CO)CC21. The target protein (P56971) has sequence MKSILDGLADTTFRTITTDLLYVGSNDIQYEDMKGDMASKLGYYPQKFPLSSFRGDPFQEKMTGGDDSLLSIIPSEQVNITEFYNKSLSTFKDNEENIQCGENFMDMECFMILNPSQQLAIAVLSLTLGTFTVLENLLVLCVILHSRSLRCRPSYHFIGSLAVADLLGSVIFVYSFVDFHVFHRKDSPNVFLFKLGGVTASFTASVGSLFLTAIDRYISIHRPLAYKRIVTRPKAVVAFCVMWTIAIVIAVLPLLGWNCKKLNSVCSDIFPLIDETYLMFWIGVTSILLLFIVYAYMYILWKAHSHAVRMLQRGTQKSIIIQSTEDGKVQITRPDQTRMDIRLAKTLVLILVVLIICWGPLLAIMVYDVFGKMNKLIKTIFAFCSMLCLLNSTVNPIIYALRSKDLRHAFRSMFPTCEGTAQPLDNSMESDCQHKHANNAGNVHRAAESCIKSTVKIAKVTMSVSTDTTAEAL. The pKi is 8.6.